From a dataset of Full USPTO retrosynthesis dataset with 1.9M reactions from patents (1976-2016). Predict the reactants needed to synthesize the given product. (1) Given the product [CH2:1]([C:8]1[CH:9]=[N:10][C:11]2[C:16]([C:17]=1[C:18]1[CH:23]=[CH:22][CH:21]=[C:20]([CH2:24][O:25][C:32]3[CH:33]=[CH:34][CH:35]=[C:36]([C:37]([F:40])([F:39])[F:38])[C:31]=3[Cl:30])[CH:19]=1)=[CH:15][CH:14]=[CH:13][C:12]=2[C:26]([F:29])([F:27])[F:28])[C:2]1[CH:7]=[CH:6][CH:5]=[CH:4][CH:3]=1, predict the reactants needed to synthesize it. The reactants are: [CH2:1]([C:8]1[CH:9]=[N:10][C:11]2[C:16]([C:17]=1[C:18]1[CH:19]=[C:20]([CH2:24][OH:25])[CH:21]=[CH:22][CH:23]=1)=[CH:15][CH:14]=[CH:13][C:12]=2[C:26]([F:29])([F:28])[F:27])[C:2]1[CH:7]=[CH:6][CH:5]=[CH:4][CH:3]=1.[Cl:30][C:31]1[C:36]([C:37]([F:40])([F:39])[F:38])=[CH:35][CH:34]=[CH:33][C:32]=1O. (2) Given the product [N:24]1[C:25]2[C:20](=[CH:19][C:18]([N:7]3[C:8]4[CH:9]=[CH:10][CH:11]=[CH:12][C:13]=4[C:14]4[CH2:1][N:2]5[CH2:3][CH2:4][CH:5]([C:6]3=4)[CH2:15][CH2:16]5)=[CH:27][CH:26]=2)[CH:21]=[CH:22][CH:23]=1, predict the reactants needed to synthesize it. The reactants are: [CH2:1]1[C:14]2[C:13]3[CH:12]=[CH:11][CH:10]=[CH:9][C:8]=3[NH:7][C:6]=2[CH:5]2[CH2:15][CH2:16][N:2]1[CH2:3][CH2:4]2.Br[C:18]1[CH:19]=[C:20]2[C:25](=[CH:26][CH:27]=1)[N:24]=[CH:23][CH:22]=[CH:21]2. (3) Given the product [CH2:20]([CH:24]1[CH2:29][CH2:28][N:27]([CH2:16][CH2:17][CH2:18][N:9]2[C:10]3[C:5](=[CH:4][CH:3]=[C:2]([F:1])[CH:11]=3)[CH2:6][CH2:7][C:8]2=[O:12])[CH2:26][CH2:25]1)[CH2:21][CH2:22][CH3:23], predict the reactants needed to synthesize it. The reactants are: [F:1][C:2]1[CH:11]=[C:10]2[C:5]([CH2:6][CH2:7][C:8](=[O:12])[NH:9]2)=[CH:4][CH:3]=1.[H-].[Na+].Br[CH2:16][CH2:17][CH2:18]Cl.[CH2:20]([CH:24]1[CH2:29][CH2:28][NH:27][CH2:26][CH2:25]1)[CH2:21][CH2:22][CH3:23].C([O-])([O-])=O.[K+].[K+]. (4) Given the product [O:1]=[C:2]1[CH2:19][CH2:18][C:5]2([CH2:10][CH2:9][N:8]([C:11]([O:13][C:14]([CH3:15])([CH3:16])[CH3:17])=[O:12])[CH2:7][CH2:6]2)[CH2:4][CH2:3]1, predict the reactants needed to synthesize it. The reactants are: [O:1]=[C:2]1[CH2:19][CH2:18][C:5]2([CH2:10][CH2:9][N:8]([C:11]([O:13][C:14]([CH3:17])([CH3:16])[CH3:15])=[O:12])[CH2:7][CH2:6]2)[CH:4]=[CH:3]1.